Dataset: Catalyst prediction with 721,799 reactions and 888 catalyst types from USPTO. Task: Predict which catalyst facilitates the given reaction. (1) Reactant: C([N:8]1[CH2:14][CH:13]([CH2:15][O:16][C:17]2[CH:22]=[CH:21][C:20]([F:23])=[C:19]([CH3:24])[CH:18]=2)[CH2:12][O:11][CH2:10][CH:9]1[CH3:25])C1C=CC=CC=1. Product: [F:23][C:20]1[CH:21]=[CH:22][C:17]([O:16][CH2:15][CH:13]2[CH2:12][O:11][CH2:10][CH:9]([CH3:25])[NH:8][CH2:14]2)=[CH:18][C:19]=1[CH3:24]. The catalyst class is: 563. (2) Reactant: [CH3:1][C:2]1[C:10](C(O)=O)=[C:5]2[CH:6]=[CH:7][CH:8]=[CH:9][N:4]2[N:3]=1.[I:14]N1C(=O)CCC1=O. Product: [I:14][C:10]1[C:2]([CH3:1])=[N:3][N:4]2[CH:9]=[CH:8][CH:7]=[CH:6][C:5]=12. The catalyst class is: 254. (3) Reactant: [CH3:1][C@@H:2]([NH:11][C:12]([C:14]1[C:22]2[C:17](=[N:18][CH:19]=[C:20]([C:23]3[C:31]4[C:26](=[CH:27][C:28]([Cl:32])=[CH:29][CH:30]=4)[N:25]([CH3:33])[N:24]=3)[N:21]=2)[N:16](COCC[Si](C)(C)C)[CH:15]=1)=[O:13])[CH2:3][C:4](=[O:10])[N:5]1[CH2:9][CH2:8][CH2:7][CH2:6]1.C(O)(C(F)(F)F)=O.C(N)CN. Product: [CH3:1][C@@H:2]([NH:11][C:12]([C:14]1[C:22]2[C:17](=[N:18][CH:19]=[C:20]([C:23]3[C:31]4[C:26](=[CH:27][C:28]([Cl:32])=[CH:29][CH:30]=4)[N:25]([CH3:33])[N:24]=3)[N:21]=2)[NH:16][CH:15]=1)=[O:13])[CH2:3][C:4](=[O:10])[N:5]1[CH2:9][CH2:8][CH2:7][CH2:6]1. The catalyst class is: 2. (4) Reactant: CNC.CCN=C=NCCCN(C)C.Cl.[CH3:16][N:17]([CH:19]=[O:20])[CH3:18].[O:21]1[C:25]([C:26]2[CH:31]=[CH:30][C:29]([NH:32][N:33]=[CH:34][C:35]3[CH:40]=[CH:39][C:38]([CH2:41]C(O)=O)=[CH:37][CH:36]=3)=[CH:28][CH:27]=2)=[CH:24][N:23]=[CH:22]1. Product: [CH3:16][N:17]([CH3:18])[C:19](=[O:20])[CH2:41][C:38]1[CH:37]=[CH:36][C:35]([CH:34]=[N:33][NH:32][C:29]2[CH:30]=[CH:31][C:26]([C:25]3[O:21][CH:22]=[N:23][CH:24]=3)=[CH:27][CH:28]=2)=[CH:40][CH:39]=1. The catalyst class is: 850.